From a dataset of Cav3 T-type calcium channel HTS with 100,875 compounds. Binary Classification. Given a drug SMILES string, predict its activity (active/inactive) in a high-throughput screening assay against a specified biological target. The compound is O=C(N1CCN(CC1)C(c1ccccc1)c1ccccc1)CC1N(C(=O)N(C1=O)CC)CC. The result is 0 (inactive).